This data is from CYP1A2 inhibition data for predicting drug metabolism from PubChem BioAssay. The task is: Regression/Classification. Given a drug SMILES string, predict its absorption, distribution, metabolism, or excretion properties. Task type varies by dataset: regression for continuous measurements (e.g., permeability, clearance, half-life) or binary classification for categorical outcomes (e.g., BBB penetration, CYP inhibition). Dataset: cyp1a2_veith. (1) The molecule is Cl.Fc1ccc(COc2ccc(Br)cc2CNCc2ccncc2)cc1. The result is 1 (inhibitor). (2) The result is 0 (non-inhibitor). The compound is Cn1c(N)c(N=Nc2ccc(S(N)(=O)=O)cc2)c(=O)n(C)c1=O. (3) The result is 0 (non-inhibitor). The compound is C=C[C@]1(C)C[C@H](OC(=O)CO)[C@@]2(C)[C@H](C)CC[C@@]3(CCC(=O)[C@@H]23)[C@H](C)[C@H]1O.